From a dataset of Catalyst prediction with 721,799 reactions and 888 catalyst types from USPTO. Predict which catalyst facilitates the given reaction. Reactant: [F:1][C:2]([F:14])([F:13])[C:3]1[CH:4]=[CH:5][C:6]([I:12])=[C:7](CC#N)[CH:8]=1.[OH-:15].[Na+].[CH2:17]([OH:19])[CH3:18]. Product: [F:1][C:2]([F:14])([F:13])[C:3]1[CH:4]=[CH:5][C:6]([I:12])=[C:7]([CH2:18][C:17]([OH:15])=[O:19])[CH:8]=1. The catalyst class is: 6.